This data is from hERG Central: cardiac toxicity at 1µM, 10µM, and general inhibition. The task is: Predict hERG channel inhibition at various concentrations. (1) The molecule is Cc1ccc(-c2nn3c(C)nnc3c3ccccc23)cc1S(=O)(=O)NC(C)c1ccccc1. Results: hERG_inhib (hERG inhibition (general)): blocker. (2) The drug is CN(C)Cc1c(O)ccc2occ(C(=O)c3ccc(F)cc3)c12. Results: hERG_inhib (hERG inhibition (general)): blocker. (3) The compound is COc1ccc(-n2nc3c(c2NC(=O)c2ccc(Br)cc2)CS(=O)C3)cc1. Results: hERG_inhib (hERG inhibition (general)): blocker. (4) The compound is CC1CCN(CCCCOc2cccc(C(C)C)c2)CC1.O=C(O)C(=O)O. Results: hERG_inhib (hERG inhibition (general)): blocker. (5) The drug is CN1CCN(C(CNS(=O)(=O)c2ccc([N+](=O)[O-])cc2)c2ccc(F)cc2)CC1. Results: hERG_inhib (hERG inhibition (general)): blocker.